From a dataset of Catalyst prediction with 721,799 reactions and 888 catalyst types from USPTO. Predict which catalyst facilitates the given reaction. Reactant: [CH:1]1([N:7]2[CH2:11][CH2:10][C:9]([CH2:15][C:16]3[CH:21]=[CH:20][CH:19]=[CH:18][C:17]=3[N+:22]([O-:24])=[O:23])(C(O)=O)[C:8]2=[O:25])[CH2:6][CH2:5][CH2:4][CH2:3][CH2:2]1. Product: [CH:1]1([N:7]2[CH2:11][CH2:10][CH:9]([CH2:15][C:16]3[CH:21]=[CH:20][CH:19]=[CH:18][C:17]=3[N+:22]([O-:24])=[O:23])[C:8]2=[O:25])[CH2:2][CH2:3][CH2:4][CH2:5][CH2:6]1. The catalyst class is: 12.